Dataset: Forward reaction prediction with 1.9M reactions from USPTO patents (1976-2016). Task: Predict the product of the given reaction. The product is: [NH2:13][C:14]1[CH:19]=[CH:18][C:17]([C:20]2[S:21][CH:22]=[CH:23][CH:24]=2)=[CH:16][C:15]=1[NH:25][C:26]([C:28]1[CH:33]=[CH:32][C:31]([CH2:34][CH2:35][C:36]([O:38][CH3:6])=[O:37])=[CH:30][CH:29]=1)=[O:27]. Given the reactants [OH-].[K+].N(N(C)[C:6](N)=O)=O.[N+](=C)=[N-].[NH2:13][C:14]1[CH:19]=[CH:18][C:17]([C:20]2[S:21][CH:22]=[CH:23][CH:24]=2)=[CH:16][C:15]=1[NH:25][C:26]([C:28]1[CH:33]=[CH:32][C:31]([CH2:34][CH2:35][C:36]([OH:38])=[O:37])=[CH:30][CH:29]=1)=[O:27], predict the reaction product.